From a dataset of NCI-60 drug combinations with 297,098 pairs across 59 cell lines. Regression. Given two drug SMILES strings and cell line genomic features, predict the synergy score measuring deviation from expected non-interaction effect. (1) Drug 1: CC1=C(C=C(C=C1)NC2=NC=CC(=N2)N(C)C3=CC4=NN(C(=C4C=C3)C)C)S(=O)(=O)N.Cl. Drug 2: CN(C)N=NC1=C(NC=N1)C(=O)N. Cell line: SNB-19. Synergy scores: CSS=-0.616, Synergy_ZIP=1.37, Synergy_Bliss=1.45, Synergy_Loewe=-1.49, Synergy_HSA=-1.26. (2) Drug 1: CCCCCOC(=O)NC1=NC(=O)N(C=C1F)C2C(C(C(O2)C)O)O. Drug 2: CC=C1C(=O)NC(C(=O)OC2CC(=O)NC(C(=O)NC(CSSCCC=C2)C(=O)N1)C(C)C)C(C)C. Cell line: SK-OV-3. Synergy scores: CSS=23.8, Synergy_ZIP=-0.561, Synergy_Bliss=0.306, Synergy_Loewe=-23.1, Synergy_HSA=-0.0614. (3) Drug 1: CS(=O)(=O)C1=CC(=C(C=C1)C(=O)NC2=CC(=C(C=C2)Cl)C3=CC=CC=N3)Cl. Drug 2: C1=NC2=C(N=C(N=C2N1C3C(C(C(O3)CO)O)O)F)N. Cell line: CAKI-1. Synergy scores: CSS=0.237, Synergy_ZIP=-3.77, Synergy_Bliss=-4.74, Synergy_Loewe=-15.0, Synergy_HSA=-6.66. (4) Drug 1: C1=CC(=CC=C1CCC2=CNC3=C2C(=O)NC(=N3)N)C(=O)NC(CCC(=O)O)C(=O)O. Drug 2: N.N.Cl[Pt+2]Cl. Cell line: OVCAR-5. Synergy scores: CSS=13.2, Synergy_ZIP=-2.80, Synergy_Bliss=0.0546, Synergy_Loewe=-14.6, Synergy_HSA=-0.814. (5) Drug 1: CN1CCC(CC1)COC2=C(C=C3C(=C2)N=CN=C3NC4=C(C=C(C=C4)Br)F)OC. Drug 2: C(CCl)NC(=O)N(CCCl)N=O. Cell line: MALME-3M. Synergy scores: CSS=4.29, Synergy_ZIP=-0.387, Synergy_Bliss=2.84, Synergy_Loewe=-1.41, Synergy_HSA=0.108. (6) Drug 1: C1=CC(=CC=C1C#N)C(C2=CC=C(C=C2)C#N)N3C=NC=N3. Drug 2: C1=NC(=NC(=O)N1C2C(C(C(O2)CO)O)O)N. Cell line: MDA-MB-231. Synergy scores: CSS=1.38, Synergy_ZIP=3.04, Synergy_Bliss=7.20, Synergy_Loewe=-4.41, Synergy_HSA=-4.02. (7) Drug 1: CC1=C2C(C(=O)C3(C(CC4C(C3C(C(C2(C)C)(CC1OC(=O)C(C(C5=CC=CC=C5)NC(=O)OC(C)(C)C)O)O)OC(=O)C6=CC=CC=C6)(CO4)OC(=O)C)OC)C)OC. Cell line: MDA-MB-231. Drug 2: C1=NC(=NC(=O)N1C2C(C(C(O2)CO)O)O)N. Synergy scores: CSS=49.9, Synergy_ZIP=9.66, Synergy_Bliss=9.31, Synergy_Loewe=-0.365, Synergy_HSA=9.51.